This data is from NCI-60 drug combinations with 297,098 pairs across 59 cell lines. The task is: Regression. Given two drug SMILES strings and cell line genomic features, predict the synergy score measuring deviation from expected non-interaction effect. (1) Drug 1: C1=CC(=CC=C1CCC2=CNC3=C2C(=O)NC(=N3)N)C(=O)NC(CCC(=O)O)C(=O)O. Drug 2: C1=CN(C(=O)N=C1N)C2C(C(C(O2)CO)O)O.Cl. Cell line: SNB-75. Synergy scores: CSS=8.07, Synergy_ZIP=-6.03, Synergy_Bliss=-7.85, Synergy_Loewe=-5.92, Synergy_HSA=-5.17. (2) Drug 1: CN(CC1=CN=C2C(=N1)C(=NC(=N2)N)N)C3=CC=C(C=C3)C(=O)NC(CCC(=O)O)C(=O)O. Drug 2: C1C(C(OC1N2C=NC3=C2NC=NCC3O)CO)O. Cell line: RXF 393. Synergy scores: CSS=1.51, Synergy_ZIP=1.94, Synergy_Bliss=3.66, Synergy_Loewe=-0.576, Synergy_HSA=-2.68. (3) Drug 1: COC1=CC(=CC(=C1O)OC)C2C3C(COC3=O)C(C4=CC5=C(C=C24)OCO5)OC6C(C(C7C(O6)COC(O7)C8=CC=CS8)O)O. Drug 2: CC12CCC3C(C1CCC2O)C(CC4=C3C=CC(=C4)O)CCCCCCCCCS(=O)CCCC(C(F)(F)F)(F)F. Cell line: NCI-H322M. Synergy scores: CSS=2.39, Synergy_ZIP=-0.850, Synergy_Bliss=-0.00297, Synergy_Loewe=-2.31, Synergy_HSA=-0.561. (4) Drug 1: COC1=CC(=CC(=C1O)OC)C2C3C(COC3=O)C(C4=CC5=C(C=C24)OCO5)OC6C(C(C7C(O6)COC(O7)C8=CC=CS8)O)O. Cell line: SR. Drug 2: CC1CCCC2(C(O2)CC(NC(=O)CC(C(C(=O)C(C1O)C)(C)C)O)C(=CC3=CSC(=N3)C)C)C. Synergy scores: CSS=64.3, Synergy_ZIP=2.19, Synergy_Bliss=1.35, Synergy_Loewe=0.521, Synergy_HSA=1.43.